This data is from Peptide-MHC class I binding affinity with 185,985 pairs from IEDB/IMGT. The task is: Regression. Given a peptide amino acid sequence and an MHC pseudo amino acid sequence, predict their binding affinity value. This is MHC class I binding data. The peptide sequence is YMREVGAAL. The MHC is HLA-A26:01 with pseudo-sequence HLA-A26:01. The binding affinity (normalized) is 0.0847.